Task: Predict the product of the given reaction.. Dataset: Forward reaction prediction with 1.9M reactions from USPTO patents (1976-2016) (1) The product is: [CH2:29]([N:31]([CH2:35][CH3:36])[CH2:32][CH2:33][NH:34][C:10]([C@@H:7]1[CH2:6][C:5](=[N:4][O:3][CH2:1][CH3:2])[CH2:9][N:8]1[C:20](=[O:21])[CH:19]([C:23]1[CH:28]=[CH:27][CH:26]=[CH:25][CH:24]=1)[C:13]1[CH:18]=[CH:17][CH:16]=[CH:15][CH:14]=1)=[O:12])[CH3:30]. Given the reactants [CH2:1]([O:3][N:4]=[C:5]1[CH2:9][NH:8][CH:7]([C:10]([OH:12])=O)[CH2:6]1)[CH3:2].[C:13]1([CH:19]([C:23]2[CH:28]=[CH:27][CH:26]=[CH:25][CH:24]=2)[C:20](Cl)=[O:21])[CH:18]=[CH:17][CH:16]=[CH:15][CH:14]=1.[CH2:29]([N:31]([CH2:35][CH3:36])[CH2:32][CH2:33][NH2:34])[CH3:30], predict the reaction product. (2) Given the reactants C([O:8][C:9]1[CH:18]=[CH:17][C:12]2[CH2:13][O:14][B:15]([OH:16])[C:11]=2[CH:10]=1)C1C=CC=CC=1.[H][H], predict the reaction product. The product is: [OH:8][C:9]1[CH:18]=[CH:17][C:12]2[CH2:13][O:14][B:15]([OH:16])[C:11]=2[CH:10]=1. (3) Given the reactants [CH2:1]([S:8][C:9]1[N:10]=[C:11]([NH:20][C@H:21]([CH2:24][CH:25]([CH3:27])[CH3:26])[CH2:22][OH:23])[C:12]2[S:17][C:16]([O:18]C)=[N:15][C:13]=2[N:14]=1)[C:2]1[CH:7]=[CH:6][CH:5]=[CH:4][CH:3]=1.Cl, predict the reaction product. The product is: [CH2:1]([S:8][C:9]1[N:10]=[C:11]([NH:20][C@@H:21]([CH2:22][OH:23])[CH2:24][CH:25]([CH3:26])[CH3:27])[C:12]2[S:17][C:16](=[O:18])[NH:15][C:13]=2[N:14]=1)[C:2]1[CH:3]=[CH:4][CH:5]=[CH:6][CH:7]=1. (4) Given the reactants [C:1]([NH:6][CH2:7][CH2:8][CH2:9][CH2:10][CH2:11][CH2:12][CH2:13][CH2:14][CH2:15][CH2:16][C:17]([OH:19])=[O:18])(=[O:5])[C:2]([CH3:4])=[CH2:3].[C:20]([O:24][CH2:25][CH:26]([CH2:31][CH3:32])[CH2:27][CH2:28][CH2:29][CH3:30])(=[O:23])[CH:21]=[CH2:22].C(OCC)(=O)C, predict the reaction product. The product is: [C:1]([NH:6][CH2:7][CH2:8][CH2:9][CH2:10][CH2:11][CH2:12][CH2:13][CH2:14][CH2:15][CH2:16][C:17]([OH:19])=[O:18])(=[O:5])[C:2]([CH3:4])=[CH2:3].[C:20]([O:24][CH2:25][CH:26]([CH2:31][CH3:32])[CH2:27][CH2:28][CH2:29][CH3:30])(=[O:23])[CH:21]=[CH2:22]. (5) Given the reactants [CH2:1]([O:3][C:4](=[O:14])[CH2:5][O:6][C:7]1[CH:12]=[CH:11][CH:10]=[CH:9][C:8]=1[CH3:13])[CH3:2].[C:15]1(O)[C:24]2CCCCC=2C=C[CH:16]=1, predict the reaction product. The product is: [CH2:1]([O:3][C:4](=[O:14])[CH2:5][O:6][C:7]1[C:8]2[CH2:13][CH2:24][CH2:15][CH2:16][C:9]=2[CH:10]=[CH:11][CH:12]=1)[CH3:2].